Dataset: Full USPTO retrosynthesis dataset with 1.9M reactions from patents (1976-2016). Task: Predict the reactants needed to synthesize the given product. (1) Given the product [CH2:24]([C:25]1([OH:39])[CH2:31][O:30][CH2:29][CH2:28][N:27]([C:32]([O:34][C:35]([CH3:38])([CH3:37])[CH3:36])=[O:33])[CH2:26]1)[C:13]1[CH:18]=[CH:17][CH:16]=[CH:15][CH:14]=1, predict the reactants needed to synthesize it. The reactants are: C([Li])CCC.CCCCCC.Br[C:13]1[CH:18]=[CH:17][CH:16]=[CH:15][CH:14]=1.C1(CO[CH2:24][C:25]2([OH:39])[CH2:31][O:30][CH2:29][CH2:28][N:27]([C:32]([O:34][C:35]([CH3:38])([CH3:37])[CH3:36])=[O:33])[CH2:26]2)CC1.S([O-])(O)(=O)=O.[Na+]. (2) The reactants are: [Cl:1][C:2]1[CH:24]=[CH:23][C:5]([CH2:6][N:7]2[C:11]([CH2:12][CH2:13][C:14](OCC)=[O:15])=[CH:10][C:9]([O:19][CH:20]([CH3:22])[CH3:21])=[N:8]2)=[C:4]([O:25][CH3:26])[CH:3]=1.[H-].C([Al+]CC(C)C)C(C)C.[Cl-].[NH4+]. Given the product [Cl:1][C:2]1[CH:24]=[CH:23][C:5]([CH2:6][N:7]2[C:11]([CH2:12][CH2:13][CH2:14][OH:15])=[CH:10][C:9]([O:19][CH:20]([CH3:22])[CH3:21])=[N:8]2)=[C:4]([O:25][CH3:26])[CH:3]=1, predict the reactants needed to synthesize it. (3) Given the product [CH3:32][N:17]([CH2:18][CH:19]1[CH2:24][CH2:23][N:22]([C:25]([O:27][C:28]([CH3:31])([CH3:30])[CH3:29])=[O:26])[CH2:21][CH2:20]1)[C:14]1[CH:13]=[CH:12][C:11]([C:8]2[CH:9]=[CH:10][C:5]([S:2]([CH3:1])(=[O:3])=[O:4])=[CH:6][CH:7]=2)=[CH:16][N:15]=1, predict the reactants needed to synthesize it. The reactants are: [CH3:1][S:2]([C:5]1[CH:10]=[CH:9][C:8]([C:11]2[CH:12]=[CH:13][C:14]([NH:17][CH2:18][CH:19]3[CH2:24][CH2:23][N:22]([C:25]([O:27][C:28]([CH3:31])([CH3:30])[CH3:29])=[O:26])[CH2:21][CH2:20]3)=[N:15][CH:16]=2)=[CH:7][CH:6]=1)(=[O:4])=[O:3].[C:32](#N)C.C=O.C([BH3-])#N.[Na+]. (4) Given the product [C:1]([O:4][C@@H:5]1[C@H:9]([O:10][C:11](=[O:13])[CH3:12])[C@@H:8]([C:14]#[CH:15])[O:7][C@H:6]1[N:16]1[CH:24]=[N:23][C:22]2[C:17]1=[N:18][CH:19]=[N:20][C:21]=2[NH:30][C:29]1[CH:31]=[CH:32][CH:33]=[C:27]([F:26])[C:28]=1[CH3:34])(=[O:3])[CH3:2], predict the reactants needed to synthesize it. The reactants are: [C:1]([O:4][C@@H:5]1[C@H:9]([O:10][C:11](=[O:13])[CH3:12])[C@@H:8]([C:14]#[CH:15])[O:7][C@H:6]1[N:16]1[CH:24]=[N:23][C:22]2[C:17]1=[N:18][CH:19]=[N:20][C:21]=2Cl)(=[O:3])[CH3:2].[F:26][C:27]1[C:28]([CH3:34])=[C:29]([CH:31]=[CH:32][CH:33]=1)[NH2:30]. (5) Given the product [C:13]([C:12]1[CH:11]=[CH:10][C:9]([C:7]2[N:8]=[C:3]([N:2]([CH3:1])[C:40]([N:52]3[CH2:53][CH2:54][C@@H:50]([N:49]([CH3:55])[CH3:48])[CH2:51]3)=[O:46])[C:4]3[N:5]([CH:24]=[CH:25][N:26]=3)[C:6]=2[C:17]2[CH:22]=[CH:21][C:20]([CH3:23])=[CH:19][CH:18]=2)=[CH:16][CH:15]=1)#[N:14], predict the reactants needed to synthesize it. The reactants are: [CH3:1][NH:2][C:3]1[C:4]2[N:5]([CH:24]=[CH:25][N:26]=2)[C:6]([C:17]2[CH:22]=[CH:21][C:20]([CH3:23])=[CH:19][CH:18]=2)=[C:7]([C:9]2[CH:16]=[CH:15][C:12]([C:13]#[N:14])=[CH:11][CH:10]=2)[N:8]=1.C(N(CC)C(C)C)(C)C.ClC(Cl)(O[C:40](=[O:46])OC(Cl)(Cl)Cl)Cl.[CH3:48][N:49]([CH3:55])[C@@H:50]1[CH2:54][CH2:53][NH:52][CH2:51]1. (6) Given the product [C:22]([O:21][C:19]([NH:1][CH2:2][C:3]1[CH:4]=[CH:5][C:6]([C:7]([OH:9])=[O:8])=[CH:10][CH:11]=1)=[O:20])([CH3:25])([CH3:24])[CH3:23], predict the reactants needed to synthesize it. The reactants are: [NH2:1][CH2:2][C:3]1[CH:11]=[CH:10][C:6]([C:7]([OH:9])=[O:8])=[CH:5][CH:4]=1.[OH-].[Na+].C1COCC1.[C:19](O[C:19]([O:21][C:22]([CH3:25])([CH3:24])[CH3:23])=[O:20])([O:21][C:22]([CH3:25])([CH3:24])[CH3:23])=[O:20].